From a dataset of Forward reaction prediction with 1.9M reactions from USPTO patents (1976-2016). Predict the product of the given reaction. (1) Given the reactants N=C=N.[C:4]([OH:12])(=O)[C:5]1[CH:10]=[CH:9][CH:8]=[N:7][CH:6]=1.[NH:13]1[CH2:17][CH2:16][CH2:15][C@H:14]1[CH2:18][N:19]1[CH2:23][CH2:22][CH2:21][CH2:20]1.C1C=CC2N([OH:33])N=NC=2C=1.C(N(CC)CC)C, predict the reaction product. The product is: [OH:33][C:8]1[N:7]=[CH:6][C:5]([C:4]([N:13]2[CH2:17][CH2:16][CH2:15][C@H:14]2[CH2:18][N:19]2[CH2:23][CH2:22][CH2:21][CH2:20]2)=[O:12])=[CH:10][CH:9]=1. (2) Given the reactants Cl.[NH2:2][C:3]1[CH:4]=[C:5]2[C:9](=[CH:10][CH:11]=1)[N:8]([C:12]1[CH:17]=[CH:16][C:15]([NH:18][C:19]([N:21]([C:23]3[CH:28]=[CH:27][C:26]([Cl:29])=[C:25]([C:30]([F:33])([F:32])[F:31])[CH:24]=3)[OH:22])=[O:20])=[CH:14][CH:13]=1)[CH:7]=[CH:6]2.Cl[C:35]([O:37][CH2:38][CH2:39][CH2:40][CH2:41][CH2:42][CH2:43][CH2:44][CH2:45][CH2:46][CH3:47])=[O:36], predict the reaction product. The product is: [CH2:38]([O:37][C:35](=[O:36])[NH:2][C:3]1[CH:4]=[C:5]2[C:9](=[CH:10][CH:11]=1)[N:8]([C:12]1[CH:13]=[CH:14][C:15]([NH:18][C:19]([N:21]([C:23]3[CH:28]=[CH:27][C:26]([Cl:29])=[C:25]([C:30]([F:33])([F:32])[F:31])[CH:24]=3)[OH:22])=[O:20])=[CH:16][CH:17]=1)[CH:7]=[CH:6]2)[CH2:39][CH2:40][CH2:41][CH2:42][CH2:43][CH2:44][CH2:45][CH2:46][CH3:47]. (3) Given the reactants C([O:4][CH2:5][C:6]([NH:35]C(=O)C)([CH2:30][O:31]C(=O)C)[CH2:7][CH2:8][C:9]1[CH:14]=[CH:13][C:12]([C:15]2[CH:20]=[CH:19][C:18]([O:21][C:22]3[CH:27]=[CH:26][C:25]([CH3:28])=[CH:24][CH:23]=3)=[CH:17][C:16]=2[F:29])=[CH:11][CH:10]=1)(=O)C.[OH-].[Li+], predict the reaction product. The product is: [NH2:35][C:6]([CH2:7][CH2:8][C:9]1[CH:10]=[CH:11][C:12]([C:15]2[CH:20]=[CH:19][C:18]([O:21][C:22]3[CH:23]=[CH:24][C:25]([CH3:28])=[CH:26][CH:27]=3)=[CH:17][C:16]=2[F:29])=[CH:13][CH:14]=1)([CH2:30][OH:31])[CH2:5][OH:4]. (4) Given the reactants [H-].[Na+].[Br:3][C:4]1[CH:16]=[CH:15][C:14]2[C:13]3[C:8](=[CH:9][C:10]([Br:17])=[CH:11][CH:12]=3)[CH2:7][C:6]=2[CH:5]=1.[C:18](=[S:20])=[S:19].Br[CH2:22][CH2:23][CH2:24][CH2:25][CH2:26][CH3:27], predict the reaction product. The product is: [Br:3][C:4]1[CH:16]=[CH:15][C:14]2[C:13]3[C:8](=[CH:9][C:10]([Br:17])=[CH:11][CH:12]=3)[C:7](=[C:18]([S:20][CH2:15][CH2:16][CH2:4][CH2:5][CH2:6][CH3:14])[S:19][CH2:22][CH2:23][CH2:24][CH2:25][CH2:26][CH3:27])[C:6]=2[CH:5]=1. (5) Given the reactants [F:1][C:2]1[CH:28]=[CH:27][C:5]([C:6]([N:8]2[CH2:13][CH2:12][CH2:11][C@@H:10]([CH3:14])[C@H:9]2[CH2:15][N:16]2[C:24](=[O:25])[C:23]3[C:18](=[CH:19][CH:20]=[CH:21][CH:22]=3)[C:17]2=[O:26])=[O:7])=[C:4](I)[CH:3]=1.C([Sn](CCCC)(CCCC)[C:35]1[N:40]=[CH:39][CH:38]=[CH:37][N:36]=1)CCC.[F-].[Cs+], predict the reaction product. The product is: [F:1][C:2]1[CH:28]=[CH:27][C:5]([C:6]([N:8]2[CH2:13][CH2:12][CH2:11][C@@H:10]([CH3:14])[C@H:9]2[CH2:15][N:16]2[C:24](=[O:25])[C:23]3[C:18](=[CH:19][CH:20]=[CH:21][CH:22]=3)[C:17]2=[O:26])=[O:7])=[C:4]([C:35]2[N:40]=[CH:39][CH:38]=[CH:37][N:36]=2)[CH:3]=1. (6) Given the reactants [C:1]([O:5][C:6]([N:8]1[CH2:17][CH2:16][C:15]2[C:10](=[C:11]([CH2:37][CH2:38][C:39]([O:41]C)=[O:40])[CH:12]=[CH:13][C:14]=2[O:18][CH:19]([C:21]2[O:25][C:24]([C:26]3[CH:31]=[CH:30][C:29]([C:32]([F:35])([F:34])[F:33])=[CH:28][CH:27]=3)=[N:23][C:22]=2[CH3:36])[CH3:20])[CH2:9]1)=[O:7])([CH3:4])([CH3:3])[CH3:2].CO.[Li+].[OH-].[Cl-].[NH4+], predict the reaction product. The product is: [C:1]([O:5][C:6]([N:8]1[CH2:17][CH2:16][C:15]2[C:10](=[C:11]([CH2:37][CH2:38][C:39]([OH:41])=[O:40])[CH:12]=[CH:13][C:14]=2[O:18][CH:19]([C:21]2[O:25][C:24]([C:26]3[CH:27]=[CH:28][C:29]([C:32]([F:33])([F:35])[F:34])=[CH:30][CH:31]=3)=[N:23][C:22]=2[CH3:36])[CH3:20])[CH2:9]1)=[O:7])([CH3:2])([CH3:3])[CH3:4]. (7) Given the reactants [CH:1]12[O:6][CH:5]1[CH2:4][O:3][CH2:2]2.[CH2:7]([NH:10][CH2:11][CH:12]=[CH2:13])[CH:8]=[CH2:9], predict the reaction product. The product is: [CH2:7]([N:10]([CH2:11][CH:12]=[CH2:13])[C@@H:5]1[CH2:4][O:3][CH2:2][C@H:1]1[OH:6])[CH:8]=[CH2:9].